Dataset: Catalyst prediction with 721,799 reactions and 888 catalyst types from USPTO. Task: Predict which catalyst facilitates the given reaction. (1) Reactant: [N:1]1[CH:6]=[CH:5][CH:4]=[C:3]([CH:7]([NH2:9])[CH3:8])[CH:2]=1.[CH3:10][O:11][C:12]1[C:17]([C:18]2[CH:23]=[CH:22][C:21]([O:24][CH3:25])=[CH:20][CH:19]=2)=[CH:16][C:15]([CH:26]=O)=[CH:14][CH:13]=1.C(O[BH-](OC(=O)C)OC(=O)C)(=O)C.[Na+]. Product: [CH3:10][O:11][C:12]1[C:17]([C:18]2[CH:23]=[CH:22][C:21]([O:24][CH3:25])=[CH:20][CH:19]=2)=[CH:16][C:15]([CH2:26][NH:9][CH:7]([C:3]2[CH:2]=[N:1][CH:6]=[CH:5][CH:4]=2)[CH3:8])=[CH:14][CH:13]=1. The catalyst class is: 68. (2) Product: [CH2:1]([C:11]1([OH:15])[C:12]2[C:8](=[CH:7][C:6]([F:5])=[CH:14][CH:13]=2)[CH2:9][CH2:10]1)[CH3:2]. Reactant: [CH2:1]([Mg]Br)[CH3:2].[F:5][C:6]1[CH:7]=[C:8]2[C:12](=[CH:13][CH:14]=1)[C:11](=[O:15])[CH2:10][CH2:9]2. The catalyst class is: 27. (3) Reactant: [OH:1][C:2]1[CH:3]=[C:4]([CH:8]=[CH:9][CH:10]=1)[C:5](O)=[O:6].ON1C2C=CC=CC=2N=N1.Cl.CN(C)CCCN=C=NCC.Cl.[CH2:34]([O:36][C:37](=[O:63])[C:38]1[CH:43]=[CH:42][CH:41]=[C:40]([O:44][C:45]2[C:50]([C:51](=[O:62])[NH:52][CH2:53][C:54]3[CH:59]=[CH:58][C:57]([CH2:60][NH2:61])=[CH:56][CH:55]=3)=[CH:49][CH:48]=[CH:47][N:46]=2)[CH:39]=1)[CH3:35].CN1CCOCC1. Product: [CH2:34]([O:36][C:37](=[O:63])[C:38]1[CH:43]=[CH:42][CH:41]=[C:40]([O:44][C:45]2[C:50]([C:51](=[O:62])[NH:52][CH2:53][C:54]3[CH:55]=[CH:56][C:57]([CH2:60][NH:61][C:5](=[O:6])[C:4]4[CH:8]=[CH:9][CH:10]=[C:2]([OH:1])[CH:3]=4)=[CH:58][CH:59]=3)=[CH:49][CH:48]=[CH:47][N:46]=2)[CH:39]=1)[CH3:35]. The catalyst class is: 9. (4) Reactant: [Cl:1][C:2]1[CH:3]=[CH:4][C:5]([O:14][CH3:15])=[C:6]([N:8]2[CH2:13][CH2:12][NH:11][CH2:10][CH2:9]2)[CH:7]=1.Br[CH2:17][C:18]1[N:22]([CH3:23])[N:21]([CH:24]2[CH2:28][CH2:27][CH2:26][CH2:25]2)[C:20](=[O:29])[C:19]=1[O:30][CH3:31].C(=O)([O-])[O-].[K+].[K+]. Product: [Cl:1][C:2]1[CH:3]=[CH:4][C:5]([O:14][CH3:15])=[C:6]([N:8]2[CH2:9][CH2:10][N:11]([CH2:17][C:18]3[N:22]([CH3:23])[N:21]([CH:24]4[CH2:28][CH2:27][CH2:26][CH2:25]4)[C:20](=[O:29])[C:19]=3[O:30][CH3:31])[CH2:12][CH2:13]2)[CH:7]=1. The catalyst class is: 10. (5) Reactant: [CH3:1][C:2]1[O:6][N:5]=[C:4]([CH2:7][C:8]([C:22]2[CH:27]=[CH:26][CH:25]=[C:24]([O:28][C:29]([F:32])([F:31])[F:30])[CH:23]=2)([C:11]2[CH:16]=[CH:15][CH:14]=[C:13]([O:17][C:18]([F:21])([F:20])[F:19])[CH:12]=2)[C:9]#[N:10])[CH:3]=1. Product: [CH3:1][C:2]1[O:6][N:5]=[C:4]([CH2:7][C:8]([C:22]2[CH:27]=[CH:26][CH:25]=[C:24]([O:28][C:29]([F:31])([F:30])[F:32])[CH:23]=2)([C:11]2[CH:16]=[CH:15][CH:14]=[C:13]([O:17][C:18]([F:19])([F:21])[F:20])[CH:12]=2)[C:9]#[N:10])[CH:3]=1.[CH3:1][C:2]1[O:6][N:5]=[C:4]([CH2:7][C:8]([C:22]2[CH:27]=[CH:26][CH:25]=[C:24]([O:28][C:29]([F:31])([F:30])[F:32])[CH:23]=2)([C:11]2[CH:16]=[CH:15][CH:14]=[C:13]([O:17][C:18]([F:19])([F:21])[F:20])[CH:12]=2)[CH2:9][NH2:10])[CH:3]=1. The catalyst class is: 1.